From a dataset of Full USPTO retrosynthesis dataset with 1.9M reactions from patents (1976-2016). Predict the reactants needed to synthesize the given product. (1) Given the product [Cl:3][C:4]1[CH:10]=[CH:9][C:8]([I:11])=[CH:7][C:5]=1[N:6]([CH2:13][C:14]1[CH:19]=[CH:18][C:17]([O:20][CH3:21])=[CH:16][CH:15]=1)[CH2:13][C:14]1[CH:19]=[CH:18][C:17]([O:20][CH3:21])=[CH:16][CH:15]=1, predict the reactants needed to synthesize it. The reactants are: [H-].[Na+].[Cl:3][C:4]1[CH:10]=[CH:9][C:8]([I:11])=[CH:7][C:5]=1[NH2:6].Cl[CH2:13][C:14]1[CH:19]=[CH:18][C:17]([O:20][CH3:21])=[CH:16][CH:15]=1. (2) Given the product [Cl:1][C:2]1[CH:9]=[C:8]([N:15]2[CH2:16][CH2:17][C@H:13]([OH:12])[C@@H:14]2[CH3:18])[C:7]([CH3:11])=[CH:6][C:3]=1[C:4]#[N:5], predict the reactants needed to synthesize it. The reactants are: [Cl:1][C:2]1[CH:9]=[C:8](F)[C:7]([CH3:11])=[CH:6][C:3]=1[C:4]#[N:5].[OH:12][C@H:13]1[CH2:17][CH2:16][NH:15][C@H:14]1[CH3:18].C(=O)([O-])[O-].[Li+].[Li+].O. (3) Given the product [Cl:37][C:34]1[CH:35]=[CH:36][C:31]([C:29]2[N:30]=[C:26]([NH:25][C:12]3[C:11]4[C:16](=[CH:17][CH:18]=[C:9]([OH:8])[CH:10]=4)[N:15]=[C:14]([C:19]4[CH:20]=[N:21][CH:22]=[CH:23][CH:24]=4)[N:13]=3)[S:27][CH:28]=2)=[CH:32][CH:33]=1, predict the reactants needed to synthesize it. The reactants are: C([O:8][C:9]1[CH:10]=[C:11]2[C:16](=[CH:17][CH:18]=1)[N:15]=[C:14]([C:19]1[CH:20]=[N:21][CH:22]=[CH:23][CH:24]=1)[N:13]=[C:12]2[NH:25][C:26]1[S:27][CH:28]=[C:29]([C:31]2[CH:36]=[CH:35][C:34]([Cl:37])=[CH:33][CH:32]=2)[N:30]=1)C1C=CC=CC=1.C1(C(=CC=CC=1)O)O.COC.CS(O)(=O)=O.C([O-])(O)=O.[Na+]. (4) Given the product [OH:8][CH2:9][CH2:10][CH2:11][CH2:12][C@@:13]1([CH3:20])[CH2:18][CH2:17][CH2:16][C:15](=[O:19])[CH2:14]1, predict the reactants needed to synthesize it. The reactants are: [Si]([O:8][CH2:9][CH2:10][CH2:11][CH2:12][C@:13]1([CH3:20])[CH2:18][CH2:17][CH2:16][C:15](=[O:19])[CH2:14]1)(C(C)(C)C)(C)C.Cl.C([O-])(O)=O.[Na+]. (5) Given the product [CH3:15][N:16]([CH3:29])[C:17]1[C:26]2[C:21](=[CH:22][CH:23]=[CH:24][CH:25]=2)[C:20]([C:27]2[NH:6][C:4](=[O:5])[C:3]3[C:2](=[CH:10][C:9]([O:11][CH3:12])=[C:8]([O:13][CH3:14])[CH:7]=3)[N:1]=2)=[CH:19][CH:18]=1, predict the reactants needed to synthesize it. The reactants are: [NH2:1][C:2]1[CH:10]=[C:9]([O:11][CH3:12])[C:8]([O:13][CH3:14])=[CH:7][C:3]=1[C:4]([NH2:6])=[O:5].[CH3:15][N:16]([CH3:29])[C:17]1[C:26]2[C:21](=[CH:22][CH:23]=[CH:24][CH:25]=2)[C:20]([CH:27]=O)=[CH:19][CH:18]=1.COC1C=C(OC)C=C2C=1C(=O)NC(C1C=CC=CN=1)=N2.